From a dataset of Reaction yield outcomes from USPTO patents with 853,638 reactions. Predict the reaction yield, written as a fraction of the theoretical maximum amount of product (1.0 means a 100% yield; for example, 0.34 means a 34% yield). (1) The reactants are [NH2:1][C:2]1[N:6]([C:7]2[CH:12]=[CH:11][C:10]([O:13][CH3:14])=[CH:9][CH:8]=2)[N:5]=[C:4]([CH2:15][CH3:16])[C:3]=1[C:17]#[N:18].[Li+].[CH3:20][CH:21]([N-]C(C)C)C.C(Br)C.CCOCC. The catalyst is C1COCC1.O. The product is [CH2:15]([C:4]1[C:3]([C:17]#[N:18])=[C:2]([NH:1][CH2:20][CH3:21])[N:6]([C:7]2[CH:8]=[CH:9][C:10]([O:13][CH3:14])=[CH:11][CH:12]=2)[N:5]=1)[CH3:16]. The yield is 0.230. (2) The reactants are [F:1][C:2]1([C:10]([OH:12])=O)[CH2:9][CH2:8][CH2:7][CH2:6][CH2:5][C:4]#[C:3]1.CCN([CH:19]([CH3:21])[CH3:20])C(C)C.CN(C(ON1N=NC2[CH:33]=[CH:34][CH:35]=[CH:36][C:31]1=2)=[N+](C)C)C.[F:39][P-](F)(F)(F)(F)F.[NH2:46][CH2:47][CH2:48][O:49][CH2:50][CH2:51][O:52][CH2:53][CH2:54][O:55][CH2:56][CH2:57][NH2:58].CN([CH:62]=[O:63])C. The catalyst is O. The product is [O:52]([CH2:51][CH2:50][O:49][CH2:48][CH2:47][NH:46][C:10]([C:2]1([F:1])[CH2:9][CH2:8][CH2:7][CH2:6][CH2:5][C:4]#[C:3]1)=[O:12])[CH2:53][CH2:54][O:55][CH2:56][CH2:57][NH:58][C:62]([C:20]1([F:39])[CH2:19][CH2:21][CH2:33][CH2:34][CH2:35][C:36]#[C:31]1)=[O:63]. The yield is 0.990. (3) The reactants are [C:1]([C:3]1[CH:8]=[CH:7][C:6]([N:9]([CH2:14][CH:15]2[CH2:17][CH2:16]2)[CH2:10][C:11]([OH:13])=O)=[CH:5][C:4]=1[C:18]([F:21])([F:20])[F:19])#[N:2].[NH:22]=[C:23]=N.CN. The catalyst is C(Cl)Cl. The product is [C:1]([C:3]1[CH:8]=[CH:7][C:6]([N:9]([CH2:14][CH:15]2[CH2:17][CH2:16]2)[CH2:10][C:11]([NH:22][CH3:23])=[O:13])=[CH:5][C:4]=1[C:18]([F:21])([F:20])[F:19])#[N:2]. The yield is 0.230. (4) The reactants are C[O:2][C:3]1[CH:4]=[C:5]([C:9]([CH3:32])([CH3:31])[CH2:10][C:11]([CH:17]=[N:18][C:19]2[CH:28]=[CH:27][C:26]([F:29])=[C:25]3[C:20]=2[CH:21]=[N:22][C:23]([CH3:30])=[N:24]3)([OH:16])[C:12]([F:15])([F:14])[F:13])[CH:6]=[CH:7][CH:8]=1.B(Br)(Br)Br.C(=O)(O)[O-].[Na+]. The catalyst is ClCCl. The product is [F:29][C:26]1[CH:27]=[CH:28][C:19]([NH:18][CH:17]2[C:6]3[C:5](=[CH:4][C:3]([OH:2])=[CH:8][CH:7]=3)[C:9]([CH3:31])([CH3:32])[CH2:10][C:11]2([C:12]([F:14])([F:15])[F:13])[OH:16])=[C:20]2[C:25]=1[N:24]=[C:23]([CH3:30])[N:22]=[CH:21]2. The yield is 0.335. (5) The reactants are O(CCCCCCC(C1OC(C)=NN=1)=O)C1C=CC=CC=1.[CH2:22]([O:29][C:30]1[CH:50]=[CH:49][C:33]([O:34][CH2:35][CH2:36][CH2:37][CH2:38][CH2:39][CH2:40][CH:41]([C:43]2[O:44][C:45]([CH3:48])=[N:46][N:47]=2)[OH:42])=[CH:32][CH:31]=1)[C:23]1[CH:28]=[CH:27][CH:26]=[CH:25][CH:24]=1.CC(OI1(OC(C)=O)(OC(C)=O)OC(=O)C2C=CC=CC1=2)=O. The catalyst is C(Cl)Cl. The product is [CH2:22]([O:29][C:30]1[CH:50]=[CH:49][C:33]([O:34][CH2:35][CH2:36][CH2:37][CH2:38][CH2:39][CH2:40][C:41]([C:43]2[O:44][C:45]([CH3:48])=[N:46][N:47]=2)=[O:42])=[CH:32][CH:31]=1)[C:23]1[CH:24]=[CH:25][CH:26]=[CH:27][CH:28]=1. The yield is 0.800. (6) The reactants are [Br:1][C:2]1[N:7]=[C:6]([C:8]([OH:10])=O)[CH:5]=[CH:4][CH:3]=1.[NH3:11]. The catalyst is S(Cl)(Cl)=O.O1CCOCC1. The product is [Br:1][C:2]1[N:7]=[C:6]([C:8]([NH2:11])=[O:10])[CH:5]=[CH:4][CH:3]=1. The yield is 0.450.